From a dataset of Forward reaction prediction with 1.9M reactions from USPTO patents (1976-2016). Predict the product of the given reaction. (1) Given the reactants [NH:1]1[C:9]2[C:4](=[CH:5][CH:6]=[CH:7][CH:8]=2)[CH2:3][C:2]1=[O:10].[Li+].C[Si]([N-][Si](C)(C)C)(C)C.C1COCC1.[O:26]1[CH2:30][CH2:29][O:28][CH:27]1[CH2:31][C:32]1[CH:33]=[C:34]2[C:38](=[CH:39][CH:40]=1)[C:37](=O)[O:36][CH2:35]2.Cl, predict the reaction product. The product is: [O:26]1[CH2:30][CH2:29][O:28][CH:27]1[CH2:31][C:32]1[CH:33]=[C:34]2[C:38](=[CH:39][CH:40]=1)[C:37](=[C:3]1[C:4]3[C:9](=[CH:8][CH:7]=[CH:6][CH:5]=3)[NH:1][C:2]1=[O:10])[O:36][CH2:35]2. (2) Given the reactants [OH:1][C:2]1[CH:9]=[CH:8][C:7]([C:10]2[C:19]([CH3:20])=[CH:18][C:17]3[C:16]([CH3:22])([CH3:21])[CH2:15][CH2:14][C:13]([CH3:24])([CH3:23])[C:12]=3[CH:11]=2)=[CH:6][C:3]=1[CH:4]=[O:5].I[CH2:26][CH2:27][CH3:28], predict the reaction product. The product is: [CH2:26]([O:1][C:2]1[CH:9]=[CH:8][C:7]([C:10]2[C:19]([CH3:20])=[CH:18][C:17]3[C:16]([CH3:22])([CH3:21])[CH2:15][CH2:14][C:13]([CH3:24])([CH3:23])[C:12]=3[CH:11]=2)=[CH:6][C:3]=1[CH:4]=[O:5])[CH2:27][CH3:28]. (3) Given the reactants [C:1]1(=[O:11])[NH:5][C:4](=[O:6])[C:3]2=[CH:7][CH:8]=[CH:9][CH:10]=[C:2]12.[K].[NH2:13][C:14]1[C:23]2[N:24]=[C:25]([CH2:32]Cl)[N:26]([CH2:27][C:28]([CH3:31])([OH:30])[CH3:29])[C:22]=2[C:21]2[CH:20]=[CH:19][CH:18]=[CH:17][C:16]=2[N:15]=1.O, predict the reaction product. The product is: [NH2:13][C:14]1[C:23]2[N:24]=[C:25]([CH2:32][N:5]3[C:1](=[O:11])[C:2]4[C:3](=[CH:7][CH:8]=[CH:9][CH:10]=4)[C:4]3=[O:6])[N:26]([CH2:27][C:28]([OH:30])([CH3:29])[CH3:31])[C:22]=2[C:21]2[CH:20]=[CH:19][CH:18]=[CH:17][C:16]=2[N:15]=1. (4) Given the reactants [CH2:1]([N:3]([CH2:17][CH3:18])[C:4]([C:6]1[N:7]=[C:8]([C:11]2[O:12][C:13]([CH3:16])=[N:14][N:15]=2)[S:9][CH:10]=1)=[O:5])[CH3:2].Br[C:20]1[CH:25]=[CH:24][C:23]([S:26]([NH:29][C@@H:30]([CH3:35])[C:31]([F:34])([F:33])[F:32])(=[O:28])=[O:27])=[C:22]([Cl:36])[C:21]=1[Cl:37].CC([O-])=O.[K+].C1C=CC(P(C2C=CC=CC=2)C2C=CC=CC=2)=CC=1, predict the reaction product. The product is: [Cl:37][C:21]1[C:22]([Cl:36])=[C:23]([S:26](=[O:27])(=[O:28])[NH:29][C@@H:30]([CH3:35])[C:31]([F:32])([F:33])[F:34])[CH:24]=[CH:25][C:20]=1[C:10]1[S:9][C:8]([C:11]2[O:12][C:13]([CH3:16])=[N:14][N:15]=2)=[N:7][C:6]=1[C:4]([N:3]([CH2:1][CH3:2])[CH2:17][CH3:18])=[O:5]. (5) The product is: [CH:21]1([NH:24][C:25](=[O:26])[C:27]2[CH:32]=[C:31]([C:2]3[CH:3]=[C:4]4[C:8](=[CH:9][CH:10]=3)[N:7]([C:11]3[CH:16]=[CH:15][C:14]([C:17]([F:20])([F:19])[F:18])=[CH:13][CH:12]=3)[N:6]=[CH:5]4)[C:30]([CH3:36])=[C:29]([F:37])[CH:28]=2)[CH2:22][CH2:23]1. Given the reactants Br[C:2]1[CH:3]=[C:4]2[C:8](=[CH:9][CH:10]=1)[N:7]([C:11]1[CH:16]=[CH:15][C:14]([C:17]([F:20])([F:19])[F:18])=[CH:13][CH:12]=1)[N:6]=[CH:5]2.[CH:21]1([NH:24][C:25]([C:27]2[CH:28]=[C:29]([F:37])[C:30]([CH3:36])=[C:31](B(O)O)[CH:32]=2)=[O:26])[CH2:23][CH2:22]1.C(=O)([O-])O.[Na+], predict the reaction product.